From a dataset of Reaction yield outcomes from USPTO patents with 853,638 reactions. Predict the reaction yield, written as a fraction of the theoretical maximum amount of product (1.0 means a 100% yield; for example, 0.34 means a 34% yield). The reactants are CS(C)=O.[N+:5](/[CH:8]=[CH:9]/[C:10]1[CH:15]=[CH:14][CH:13]=[C:12]([O:16][C:17]2[CH:22]=[CH:21][CH:20]=[CH:19][CH:18]=2)[CH:11]=1)([O-:7])=[O:6].C(O)(=O)C.[BH4-].[Na+]. The catalyst is O. The product is [N+:5]([CH2:8][CH2:9][C:10]1[CH:15]=[CH:14][CH:13]=[C:12]([O:16][C:17]2[CH:22]=[CH:21][CH:20]=[CH:19][CH:18]=2)[CH:11]=1)([O-:7])=[O:6]. The yield is 0.681.